This data is from Full USPTO retrosynthesis dataset with 1.9M reactions from patents (1976-2016). The task is: Predict the reactants needed to synthesize the given product. (1) The reactants are: [C:1]([O:5][C:6]([NH:8][C@H:9]1[CH2:14][CH2:13][CH2:12][N:11]([C:15]2[C:20](C(O)=O)=[CH:19][N:18]=[C:17]3[N:24]([CH2:27][C:28]4[CH:33]=[CH:32][C:31]([O:34][CH3:35])=[CH:30][CH:29]=4)[N:25]=[CH:26][C:16]=23)[CH2:10]1)=[O:7])([CH3:4])([CH3:3])[CH3:2].C1C=CC(OP([O:48][C:49]2C=CC=CC=2)(N=[N+]=[N-])=O)=CC=1.CC[N:57](C(C)C)C(C)C.[C:64]([OH:68])([CH3:67])([CH3:66])[CH3:65]. Given the product [C:64]([O:68][C:49]([NH:57][C:20]1[C:15]([N:11]2[CH2:12][CH2:13][CH2:14][C@H:9]([NH:8][C:6](=[O:7])[O:5][C:1]([CH3:3])([CH3:2])[CH3:4])[CH2:10]2)=[C:16]2[CH:26]=[N:25][N:24]([CH2:27][C:28]3[CH:33]=[CH:32][C:31]([O:34][CH3:35])=[CH:30][CH:29]=3)[C:17]2=[N:18][CH:19]=1)=[O:48])([CH3:67])([CH3:66])[CH3:65], predict the reactants needed to synthesize it. (2) Given the product [CH3:1][O:2][C:3]1[CH:4]=[C:5]2[C:6]([N:9]=[C:16]([C:12]3[S:11][CH:15]=[CH:14][CH:13]=3)[C:17](=[O:18])[NH:10]2)=[CH:7][CH:8]=1, predict the reactants needed to synthesize it. The reactants are: [CH3:1][O:2][C:3]1[CH:4]=[C:5]([NH2:10])[C:6]([NH2:9])=[CH:7][CH:8]=1.[S:11]1[CH:15]=[CH:14][CH:13]=[C:12]1[C:16](=O)[C:17](O)=[O:18]. (3) Given the product [Cl:1][C:2]1[CH:17]=[CH:16][C:5]([C:6]([NH:8][C:9]2[CH:14]=[CH:13][NH:12][C:11](=[O:15])[CH:10]=2)=[O:7])=[C:4]([O:26][C:23]2[CH:24]=[CH:25][C:20]([F:19])=[CH:21][C:22]=2[CH3:27])[CH:3]=1, predict the reactants needed to synthesize it. The reactants are: [Cl:1][C:2]1[CH:17]=[CH:16][C:5]([C:6]([NH:8][C:9]2[CH:14]=[CH:13][NH:12][C:11](=[O:15])[CH:10]=2)=[O:7])=[C:4](F)[CH:3]=1.[F:19][C:20]1[CH:25]=[CH:24][C:23]([OH:26])=[C:22]([CH3:27])[CH:21]=1.C([O-])([O-])=O.[Cs+].[Cs+].O. (4) Given the product [F:1][C:2]([F:34])([F:33])[C:3]1[CH:4]=[C:5]([CH:26]=[C:27]([C:29]([F:32])([F:31])[F:30])[CH:28]=1)[CH2:6][N:7]([CH2:14][C:15]1[C:16]([C:54]#[N:55])=[N:17][CH:18]=[C:19]([C:21]([F:24])([F:23])[F:22])[CH:20]=1)[C:8]1[N:9]=[N:10][N:11]([CH3:13])[N:12]=1, predict the reactants needed to synthesize it. The reactants are: [F:1][C:2]([F:34])([F:33])[C:3]1[CH:4]=[C:5]([CH:26]=[C:27]([C:29]([F:32])([F:31])[F:30])[CH:28]=1)[CH2:6][N:7]([CH2:14][C:15]1[C:16](Cl)=[N:17][CH:18]=[C:19]([C:21]([F:24])([F:23])[F:22])[CH:20]=1)[C:8]1[N:9]=[N:10][N:11]([CH3:13])[N:12]=1.[C-]#N.C1(P(CCCC)C2C=CC=CC=2)C=CC=CC=1.[CH3:54][N:55](C)CCN(C)C. (5) The reactants are: C1([N:5]2[CH2:10][CH2:9][C:8]([C:12]3[CH:17]=[CH:16][C:15]([NH:18]C4C(C(N)=O)=NC=C(N5CCC[C@@H](NC(N(C)C)=O)[C@H]5C)N=4)=[CH:14][CH:13]=3)([CH3:11])[CH2:7][CH2:6]2)CCC1.C1(P([C:54]2C=CC=C[C:55]=2[C:60]2C=CC=CC=2)C2CCCCC2)CCCCC1.[Li+].C[Si]([N-][Si](C)(C)C)(C)C. Given the product [CH:60]1([N:5]2[CH2:6][CH2:7][C:8]([C:12]3[CH:13]=[CH:14][C:15]([NH2:18])=[CH:16][CH:17]=3)([CH3:11])[CH2:9][CH2:10]2)[CH2:55][CH2:54]1, predict the reactants needed to synthesize it. (6) Given the product [CH2:30]([O:1][C:2]1[CH:3]=[C:4]([CH2:8][NH:9][C:10]([C:12]2[CH:13]=[C:14]3[C:19](=[CH:20][CH:21]=2)[N:18]=[CH:17][CH:16]=[CH:15]3)=[O:11])[CH:5]=[CH:6][CH:7]=1)[CH2:29][CH2:28][CH2:27][CH2:26][CH2:25][CH:24]=[CH2:23], predict the reactants needed to synthesize it. The reactants are: [OH:1][C:2]1[CH:3]=[C:4]([CH2:8][NH:9][C:10]([C:12]2[CH:13]=[C:14]3[C:19](=[CH:20][CH:21]=2)[N:18]=[CH:17][CH:16]=[CH:15]3)=[O:11])[CH:5]=[CH:6][CH:7]=1.Br[CH2:23][CH2:24][CH2:25][CH2:26][CH2:27][CH2:28][CH:29]=[CH2:30].CN(C=O)C.C(=O)([O-])[O-].[Cs+].[Cs+].